From a dataset of Forward reaction prediction with 1.9M reactions from USPTO patents (1976-2016). Predict the product of the given reaction. (1) The product is: [CH2:1]([O:8][C:9]1[CH:14]=[CH:13][N:12]([CH2:17][C:18](=[O:19])[C:20]2[CH:36]=[CH:35][C:23]3[CH2:24][CH2:25][N:26]([C:29](=[O:34])[C:30]([F:33])([F:31])[F:32])[CH2:27][CH2:28][C:22]=3[CH:21]=2)[C:11](=[O:15])[CH:10]=1)[C:2]1[CH:3]=[CH:4][CH:5]=[CH:6][CH:7]=1. Given the reactants [CH2:1]([O:8][C:9]1[CH:14]=[CH:13][NH:12][C:11](=[O:15])[CH:10]=1)[C:2]1[CH:7]=[CH:6][CH:5]=[CH:4][CH:3]=1.Cl[CH2:17][C:18]([C:20]1[CH:36]=[CH:35][C:23]2[CH2:24][CH2:25][N:26]([C:29](=[O:34])[C:30]([F:33])([F:32])[F:31])[CH2:27][CH2:28][C:22]=2[CH:21]=1)=[O:19], predict the reaction product. (2) The product is: [OH:21][CH2:18][C:19]([NH:17][C:13]1[CH:14]=[CH:15][CH:16]=[C:11]([C:2]2[CH:3]=[N:4][C:5]3[C:10](=[CH:9][CH:8]=[CH:7][CH:6]=3)[N:1]=2)[CH:12]=1)=[O:20]. Given the reactants [N:1]1[C:10]2[C:5](=[CH:6][CH:7]=[CH:8][CH:9]=2)[N:4]=[CH:3][C:2]=1[C:11]1[CH:12]=[C:13]([NH2:17])[CH:14]=[CH:15][CH:16]=1.[C:18](O)(=[O:21])[CH2:19][OH:20].C(Cl)CCl.C1C=C2N=NN(O)C2=CC=1.O, predict the reaction product. (3) Given the reactants CS(O[CH2:6][CH2:7][O:8][C:9]1[CH:18]=[CH:17][C:12]([C:13]([O:15][CH3:16])=[O:14])=[CH:11][CH:10]=1)(=O)=O.[NH2:19][C:20]1[CH:25]=[CH:24][CH:23]=[CH:22][CH:21]=1.O, predict the reaction product. The product is: [C:20]1([NH:19][CH2:6][CH2:7][O:8][C:9]2[CH:10]=[CH:11][C:12]([C:13]([O:15][CH3:16])=[O:14])=[CH:17][CH:18]=2)[CH:25]=[CH:24][CH:23]=[CH:22][CH:21]=1. (4) Given the reactants Br[C:2]1[CH:3]=[C:4]2[C:9](=[C:10]([O:12][CH2:13][O:14][CH2:15][CH2:16][Si:17]([CH3:20])([CH3:19])[CH3:18])[CH:11]=1)[N:8]=[CH:7][N:6]([CH2:21][O:22][CH2:23][CH2:24][Si:25]([CH3:28])([CH3:27])[CH3:26])[C:5]2=[O:29].[C:30]([C:33]1[CH:38]=[CH:37][CH:36]=[CH:35][C:34]=1B(O)O)(=[O:32])[CH3:31].C(=O)([O-])[O-].[K+].[K+].C(OCC)(=O)C.CCCCCCC, predict the reaction product. The product is: [C:30]([C:33]1[CH:38]=[CH:37][CH:36]=[CH:35][C:34]=1[C:7]1[N:6]([CH2:21][O:22][CH2:23][CH2:24][Si:25]([CH3:28])([CH3:27])[CH3:26])[C:5](=[O:29])[C:4]2[C:9](=[C:10]([O:12][CH2:13][O:14][CH2:15][CH2:16][Si:17]([CH3:20])([CH3:19])[CH3:18])[CH:11]=[CH:2][CH:3]=2)[N:8]=1)(=[O:32])[CH3:31]. (5) The product is: [NH:37]1[CH2:38][CH2:39][N:44]=[C:54]1[NH:64][CH2:65][CH2:66][CH2:67][CH2:68][NH:69][C:17]([C@H:9]([NH:8][C:1](=[O:3])[CH2:78][CH2:79][CH2:80][CH:81]=[O:83])[CH2:10][C:11]1[CH:12]=[CH:13][CH:14]=[CH:15][CH:16]=1)=[O:19]. Given the reactants [C:1]([NH:8][C@@H:9]([C:17]([OH:19])=O)[CH2:10][C:11]1[CH:16]=[CH:15][CH:14]=[CH:13][CH:12]=1)([O:3]C(C)(C)C)=O.C1CN([P+](O[N:37]2N=[N:44][C:39]3C=CC=C[C:38]2=3)(N2CCCC2)N2CCCC2)CC1.F[P-](F)(F)(F)(F)F.Cl.[C:54]([NH:64][CH2:65][CH2:66][CH2:67][CH2:68][NH2:69])(OCC1C=CC=CC=1)=O.C(N(CC)CC)C.C1(=O)[O:83][C:81](=O)[CH2:80][CH2:79][CH2:78]1, predict the reaction product. (6) Given the reactants [C:1]1([C:7]([C:9]2[N:14]=[C:13]3[NH:15][CH:16]=[CH:17][C:12]3=[CH:11][CH:10]=2)=O)[CH:6]=[CH:5][CH:4]=[CH:3][CH:2]=1.[Cl-].[CH3:19][O:20][NH3+:21].N1C=CC=CC=1, predict the reaction product. The product is: [CH3:19][O:20]/[N:21]=[C:7](\[C:1]1[CH:6]=[CH:5][CH:4]=[CH:3][CH:2]=1)/[C:9]1[N:14]=[C:13]2[NH:15][CH:16]=[CH:17][C:12]2=[CH:11][CH:10]=1.